From a dataset of Reaction yield outcomes from USPTO patents with 853,638 reactions. Predict the reaction yield, written as a fraction of the theoretical maximum amount of product (1.0 means a 100% yield; for example, 0.34 means a 34% yield). No catalyst specified. The reactants are Br[C:2]1[CH:3]=[N:4][CH:5]=[C:6]([Br:8])[CH:7]=1.[CH2:9]([OH:12])[CH2:10][CH3:11]. The yield is 0.250. The product is [Br:8][C:6]1[CH:5]=[N:4][CH:3]=[C:2]([O:12][CH2:9][CH2:10][CH3:11])[CH:7]=1.